This data is from Cav3 T-type calcium channel HTS with 100,875 compounds. The task is: Binary Classification. Given a drug SMILES string, predict its activity (active/inactive) in a high-throughput screening assay against a specified biological target. The result is 0 (inactive). The compound is s1c(CNC(=O)CS(=O)Cc2nc(oc2C)c2cc(ccc2)C)ccc1.